The task is: Predict the reactants needed to synthesize the given product.. This data is from Full USPTO retrosynthesis dataset with 1.9M reactions from patents (1976-2016). (1) Given the product [NH:9]1[C:10]2[C:5](=[CH:4][CH:3]=[CH:2][N:1]=2)[CH2:6][CH2:7][CH2:8]1, predict the reactants needed to synthesize it. The reactants are: [N:1]1[C:10]2[C:5](=[CH:6][CH:7]=[CH:8][N:9]=2)[CH:4]=[CH:3][CH:2]=1. (2) Given the product [ClH:53].[CH3:20][C:21]1[C:25]([CH2:26][N:17]2[CH2:16][CH2:15][N:14]([C:9]3[C:8]([C:5]4[CH:6]=[CH:7][C:2]([F:1])=[CH:3][CH:4]=4)=[N:13][CH:12]=[CH:11][N:10]=3)[CH2:19][CH2:18]2)=[C:24]([CH3:28])[N:23]([C:29]2[CH:34]=[CH:33][CH:32]=[CH:31][CH:30]=2)[N:22]=1, predict the reactants needed to synthesize it. The reactants are: [F:1][C:2]1[CH:7]=[CH:6][C:5]([C:8]2[C:9]([N:14]3[CH2:19][CH2:18][NH:17][CH2:16][CH2:15]3)=[N:10][CH:11]=[CH:12][N:13]=2)=[CH:4][CH:3]=1.[CH3:20][C:21]1[C:25]([CH:26]=O)=[C:24]([CH3:28])[N:23]([C:29]2[CH:34]=[CH:33][CH:32]=[CH:31][CH:30]=2)[N:22]=1.C(O[BH-](OC(=O)C)OC(=O)C)(=O)C.[Na+].C(O)(=O)C.[Cl:53]CCCl. (3) Given the product [F:25][C:21]1[C:22]([F:24])=[CH:23][C:18]([C:15]2[CH:14]=[CH:13][C:12]([O:11][CH2:10][C:7]3[CH:6]=[C:3]4[C:2](=[CH:9][CH:8]=3)[NH:29][N:28]=[C:4]4[NH2:5])=[CH:17][CH:16]=2)=[C:19]([O:26][CH3:27])[CH:20]=1, predict the reactants needed to synthesize it. The reactants are: F[C:2]1[CH:9]=[CH:8][C:7]([CH2:10][O:11][C:12]2[CH:17]=[CH:16][C:15]([C:18]3[CH:23]=[C:22]([F:24])[C:21]([F:25])=[CH:20][C:19]=3[O:26][CH3:27])=[CH:14][CH:13]=2)=[CH:6][C:3]=1[C:4]#[N:5].[NH2:28][NH2:29]. (4) Given the product [CH3:1][NH:2][C:3]([N:5]1[C:13]2[C:8](=[CH:9][C:10]([O:14][C:15]3[CH:20]=[CH:19][N:18]=[C:17]([NH:21][C:35](=[O:43])[O:36][C:37]4[CH:42]=[CH:41][CH:40]=[CH:39][CH:38]=4)[CH:16]=3)=[CH:11][CH:12]=2)[CH:7]=[CH:6]1)=[O:4], predict the reactants needed to synthesize it. The reactants are: [CH3:1][NH:2][C:3]([N:5]1[C:13]2[C:8](=[CH:9][C:10]([O:14][C:15]3[CH:20]=[CH:19][N:18]=[C:17]([NH2:21])[CH:16]=3)=[CH:11][CH:12]=2)[CH:7]=[CH:6]1)=[O:4].N1C=CC=CC=1.C(N(CC)CC)C.[C:35](Cl)(=[O:43])[O:36][C:37]1[CH:42]=[CH:41][CH:40]=[CH:39][CH:38]=1. (5) Given the product [C:11]([O:15][C:16]([N:18]1[CH2:23][CH2:22][N:21]([CH2:4][C:3]2[CH:6]=[C:7]([F:10])[CH:8]=[CH:9][C:2]=2[Br:1])[CH2:20][CH2:19]1)=[O:17])([CH3:14])([CH3:12])[CH3:13], predict the reactants needed to synthesize it. The reactants are: [Br:1][C:2]1[CH:9]=[CH:8][C:7]([F:10])=[CH:6][C:3]=1[CH:4]=O.[C:11]([O:15][C:16]([N:18]1[CH2:23][CH2:22][NH:21][CH2:20][CH2:19]1)=[O:17])([CH3:14])([CH3:13])[CH3:12].C(O[BH-](OC(=O)C)OC(=O)C)(=O)C.[Na+]. (6) Given the product [O:41]=[C:40]1[C:39]2[C:34](=[CH:35][CH:36]=[CH:37][CH:38]=2)[C:33](=[O:42])[N:32]1[O:31][CH:28]1[CH2:29][CH2:30][N:25]([CH:8]([C:7]2[CH:10]=[CH:11][C:4]([O:3][C:2]([F:13])([F:12])[F:1])=[CH:5][CH:6]=2)[C:22]#[N:23])[CH2:26][CH2:27]1, predict the reactants needed to synthesize it. The reactants are: [F:1][C:2]([F:13])([F:12])[O:3][C:4]1[CH:11]=[CH:10][C:7]([CH:8]=O)=[CH:6][CH:5]=1.P([C:22]#[N:23])(=O)(OCC)OCC.Cl.[NH:25]1[CH2:30][CH2:29][CH:28]([O:31][N:32]2[C:40](=[O:41])[C:39]3[C:34](=[CH:35][CH:36]=[CH:37][CH:38]=3)[C:33]2=[O:42])[CH2:27][CH2:26]1.C(N(CC)CC)C.